From a dataset of hERG Central: cardiac toxicity at 1µM, 10µM, and general inhibition. Predict hERG channel inhibition at various concentrations. (1) The molecule is CN(Cc1ccccc1)Cc1nc2c(c(=O)n(C)c(=O)n2C)n1Cc1ccc(F)cc1. Results: hERG_inhib (hERG inhibition (general)): blocker. (2) Results: hERG_inhib (hERG inhibition (general)): blocker. The drug is CN(c1ccc(C(=O)N2CCCCCC2)cc1)S(=O)(=O)c1ccc(Cl)cc1. (3) The drug is Cc1ccc(N(C(=O)CNC(=O)c2ccco2)C(C(=O)NC2CCCCC2)c2cccnc2)c(C)c1. Results: hERG_inhib (hERG inhibition (general)): blocker. (4) The compound is N#Cc1ccc(CN2CCN(CC(=O)NCCc3ccc(Cl)cc3Cl)CC2)cc1. Results: hERG_inhib (hERG inhibition (general)): blocker. (5) The compound is CC(OC(=O)CNS(=O)(=O)c1ccc2ccccc2c1)C(=O)NCc1ccccc1. Results: hERG_inhib (hERG inhibition (general)): blocker. (6) The compound is Cc1ccc(C2=NS(=O)(=O)N(C)C(C(=O)NCc3ccco3)=C2)cc1. Results: hERG_inhib (hERG inhibition (general)): blocker. (7) The molecule is CCN1CCN(CC(=O)Nc2cc(C(F)(F)F)ccc2OCCOC)CC1.O=C(O)C(=O)O. Results: hERG_inhib (hERG inhibition (general)): blocker. (8) The compound is CCSc1ccc2nnc(-c3ccc(F)cc3)n2n1. Results: hERG_inhib (hERG inhibition (general)): blocker. (9) The molecule is O=C(/C=C/c1ccccc1)N1CCN(c2ccc([N+](=O)[O-])c(N3CCOCC3)c2)CC1. Results: hERG_inhib (hERG inhibition (general)): blocker.